From a dataset of Forward reaction prediction with 1.9M reactions from USPTO patents (1976-2016). Predict the product of the given reaction. (1) Given the reactants CS(C)=O.C(Cl)(=O)C(Cl)=O.[OH:11][CH2:12][CH2:13][N:14]1[CH2:19][CH2:18][N:17]([C:20]([O:22][C:23]([CH3:26])([CH3:25])[CH3:24])=[O:21])[CH2:16][C@H:15]1[CH3:27].C(N(CC)CC)C, predict the reaction product. The product is: [CH3:27][C@H:15]1[N:14]([CH2:13][CH:12]=[O:11])[CH2:19][CH2:18][N:17]([C:20]([O:22][C:23]([CH3:24])([CH3:26])[CH3:25])=[O:21])[CH2:16]1. (2) Given the reactants [Cl:1][C:2]1[C:11]2[C:6](=[C:7]([Cl:19])[C:8]([O:12][CH2:13][CH:14](OC)OC)=[CH:9][CH:10]=2)[N:5]=[C:4]([C:20]2[N:21]=[C:22]([CH:25]([CH3:27])[CH3:26])[S:23][CH:24]=2)[CH:3]=1.[NH:28]1[CH2:33][CH2:32][O:31][CH2:30][CH2:29]1.[BH-](OC(C)=O)(OC(C)=O)OC(C)=O.[Na+], predict the reaction product. The product is: [Cl:1][C:2]1[C:11]2[C:6](=[C:7]([Cl:19])[C:8]([O:12][CH2:13][CH2:14][N:28]3[CH2:33][CH2:32][O:31][CH2:30][CH2:29]3)=[CH:9][CH:10]=2)[N:5]=[C:4]([C:20]2[N:21]=[C:22]([CH:25]([CH3:26])[CH3:27])[S:23][CH:24]=2)[CH:3]=1. (3) Given the reactants [Cu][C:2]#N.C[Li].C(OCC)C.Br[CH2:12][C:13]1[C:17]([O:18][C:19]2[CH:24]=[CH:23][CH:22]=[C:21]([O:25][C:26]([F:29])([F:28])[F:27])[CH:20]=2)=[N:16][N:15]([C:30]2[CH:35]=[CH:34][C:33]([C:36]([F:39])([F:38])[F:37])=[CH:32][CH:31]=2)[N:14]=1, predict the reaction product. The product is: [CH2:12]([C:13]1[C:17]([O:18][C:19]2[CH:24]=[CH:23][CH:22]=[C:21]([O:25][C:26]([F:29])([F:28])[F:27])[CH:20]=2)=[N:16][N:15]([C:30]2[CH:35]=[CH:34][C:33]([C:36]([F:39])([F:38])[F:37])=[CH:32][CH:31]=2)[N:14]=1)[CH3:2]. (4) Given the reactants [Si](C=[N+]=[N-])(C)(C)[CH3:2].[F:8][C:9]1[CH:10]=[C:11]2[C:15](=[CH:16][CH:17]=1)[NH:14][CH:13]=[C:12]2[CH2:18][C:19]([OH:21])=[O:20], predict the reaction product. The product is: [F:8][C:9]1[CH:10]=[C:11]2[C:15](=[CH:16][CH:17]=1)[NH:14][CH:13]=[C:12]2[CH2:18][C:19]([O:21][CH3:2])=[O:20]. (5) Given the reactants C[O:2][C:3]([C:5]1[CH:9]=[C:8]([C:10]2[CH:11]=[N:12][C:13]([CH3:16])=[CH:14][CH:15]=2)[N:7]([C:17]2[N:18]=[N:19][C:20](Cl)=[CH:21][CH:22]=2)[N:6]=1)=[O:4].[CH3:24][O-:25].[Na+].O.Cl, predict the reaction product. The product is: [CH3:24][O:25][C:20]1[N:19]=[N:18][C:17]([N:7]2[C:8]([C:10]3[CH:11]=[N:12][C:13]([CH3:16])=[CH:14][CH:15]=3)=[CH:9][C:5]([C:3]([OH:2])=[O:4])=[N:6]2)=[CH:22][CH:21]=1. (6) Given the reactants Cl[C:2]1[N:7]=[CH:6][C:5]([CH2:8][C:9]2[C:18]3[C:13](=[CH:14][CH:15]=[CH:16][CH:17]=3)[C:12]([O:19]C)=[C:11]([C:21]([NH:23][C@H:24]3[CH2:29][CH2:28][CH2:27][CH2:26][C@@H:25]3[OH:30])=[O:22])[CH:10]=2)=[CH:4][CH:3]=1.[NH:31]1[CH:35]=[CH:34][CH:33]=[N:32]1.C(=O)([O-])[O-].[Cs+].[Cs+].CN[C@@H]1CCCC[C@H]1NC, predict the reaction product. The product is: [OH:19][C:12]1[C:13]2[C:18](=[CH:17][CH:16]=[CH:15][CH:14]=2)[C:9]([CH2:8][C:5]2[CH:6]=[N:7][C:2]([N:31]3[CH:35]=[CH:34][CH:33]=[N:32]3)=[CH:3][CH:4]=2)=[CH:10][C:11]=1[C:21]([NH:23][C@H:24]1[CH2:29][CH2:28][CH2:27][CH2:26][C@@H:25]1[OH:30])=[O:22]. (7) Given the reactants [O:1]([C:8]1[CH:30]=[CH:29][C:11]([O:12][C:13]2[C:18]([C:19]([NH2:21])=[O:20])=[CH:17][N:16]=[C:15]([NH:22][CH:23]3[CH2:28][CH2:27][CH2:26][NH:25][CH2:24]3)[N:14]=2)=[CH:10][CH:9]=1)[C:2]1[CH:7]=[CH:6][CH:5]=[CH:4][CH:3]=1.[N:31]#[C:32]Br.C(=O)(O)[O-].[Na+], predict the reaction product. The product is: [C:32]([N:25]1[CH2:26][CH2:27][CH2:28][CH:23]([NH:22][C:15]2[N:14]=[C:13]([O:12][C:11]3[CH:29]=[CH:30][C:8]([O:1][C:2]4[CH:7]=[CH:6][CH:5]=[CH:4][CH:3]=4)=[CH:9][CH:10]=3)[C:18]([C:19]([NH2:21])=[O:20])=[CH:17][N:16]=2)[CH2:24]1)#[N:31]. (8) Given the reactants Br[C:2]1[N:6]2[C:7](=[O:25])[CH:8]=[C:9]([CH2:11][N:12]3[C:16]([CH:17]4[CH2:19][CH2:18]4)=[C:15]([F:20])[C:14]([C:21]([F:24])([F:23])[F:22])=[N:13]3)[N:10]=[C:5]2[S:4][C:3]=1[CH3:26].C(#N)C.C(=O)([O-])[O-].[Na+].[Na+].[OH:36][CH2:37][C@@H:38]1[CH2:40][C@H:39]1[B-](F)(F)F.[K+], predict the reaction product. The product is: [CH:17]1([C:16]2[N:12]([CH2:11][C:9]3[N:10]=[C:5]4[S:4][C:3]([CH3:26])=[C:2]([C@@H:39]5[CH2:40][C@H:38]5[CH2:37][OH:36])[N:6]4[C:7](=[O:25])[CH:8]=3)[N:13]=[C:14]([C:21]([F:24])([F:23])[F:22])[C:15]=2[F:20])[CH2:19][CH2:18]1. (9) Given the reactants [CH3:16][C:11]1([CH3:17])[C:12]([CH3:15])([CH3:14])[O:13][B:9]([B:9]2[O:13][C:12]([CH3:15])([CH3:14])[C:11]([CH3:17])([CH3:16])[O:10]2)[O:10]1.[Cl:19][C:20]1[CH:25]=[CH:24][CH:23]=[C:22]([Cl:26])[C:21]=1[F:27], predict the reaction product. The product is: [Cl:19][C:20]1[CH:25]=[C:24]([B:9]2[O:10][C:11]([CH3:16])([CH3:17])[C:12]([CH3:14])([CH3:15])[O:13]2)[CH:23]=[C:22]([Cl:26])[C:21]=1[F:27].